This data is from Forward reaction prediction with 1.9M reactions from USPTO patents (1976-2016). The task is: Predict the product of the given reaction. (1) Given the reactants [Br:1][C:2]1[C:3]([CH2:26][N:27]2[CH2:32][CH2:31][O:30][CH2:29][CH2:28]2)=[CH:4][C:5]([O:18][CH2:19][C:20]2[CH:25]=[CH:24][CH:23]=[CH:22][CH:21]=2)=[C:6]([CH:17]=1)[C:7]([O:9]CC1C=CC=CC=1)=[O:8].[OH-].[Li+].O, predict the reaction product. The product is: [Br:1][C:2]1[C:3]([CH2:26][N:27]2[CH2:28][CH2:29][O:30][CH2:31][CH2:32]2)=[CH:4][C:5]([O:18][CH2:19][C:20]2[CH:21]=[CH:22][CH:23]=[CH:24][CH:25]=2)=[C:6]([CH:17]=1)[C:7]([OH:9])=[O:8]. (2) Given the reactants [O:1]=[C:2]1[C:10]2[C:5](=[CH:6][CH:7]=[CH:8][C:9]=2[CH2:11][CH2:12][C:13]2[C:18]([C:19]([F:22])([F:21])[F:20])=[CH:17][N:16]=[C:15]([NH:23][C:24]3[CH:29]=[CH:28][C:27]([N:30]4[CH2:35][CH2:34][N:33](C(OC(C)(C)C)=O)[CH2:32][CH2:31]4)=[CH:26][CH:25]=3)[N:14]=2)[CH2:4][NH:3]1.FC(F)(F)C(O)=O, predict the reaction product. The product is: [N:30]1([C:27]2[CH:26]=[CH:25][C:24]([NH:23][C:15]3[N:14]=[C:13]([CH2:12][CH2:11][C:9]4[CH:8]=[CH:7][CH:6]=[C:5]5[C:10]=4[C:2](=[O:1])[NH:3][CH2:4]5)[C:18]([C:19]([F:20])([F:21])[F:22])=[CH:17][N:16]=3)=[CH:29][CH:28]=2)[CH2:35][CH2:34][NH:33][CH2:32][CH2:31]1.